This data is from Retrosynthesis with 50K atom-mapped reactions and 10 reaction types from USPTO. The task is: Predict the reactants needed to synthesize the given product. (1) Given the product CCCOC(=O)N1CCNCC1, predict the reactants needed to synthesize it. The reactants are: CCCOC(=O)N1CCN(C(=O)OCc2ccccc2)CC1. (2) Given the product COc1cc2c(cc1OC)N(Cc1ccccc1)C(=O)N(CCCNCCNc1cc(Cl)c(N)c(Cl)c1)CC2, predict the reactants needed to synthesize it. The reactants are: COc1cc2c(cc1OC)N(Cc1ccccc1)C(=O)N(CCCCl)CC2.NCCNc1cc(Cl)c(N)c(Cl)c1. (3) Given the product NC(=O)c1cc(-c2ccccc2)cc2c(C3CCS(=O)(=O)CC3)c[nH]c12, predict the reactants needed to synthesize it. The reactants are: NC(=O)c1cc(Br)cc2c(C3CCS(=O)(=O)CC3)c[nH]c12.OB(O)c1ccccc1. (4) Given the product c1ccc2sc(Oc3ccc4[nH]cc(CCN5CCCCC5)c4c3)nc2c1, predict the reactants needed to synthesize it. The reactants are: C1CCNCC1.CS(=O)(=O)OCCc1c[nH]c2ccc(Oc3nc4ccccc4s3)cc12. (5) The reactants are: CN[C@H]1CC[C@H](OCCCCBr)CC1.O=S(=O)(Cl)c1ccc(F)c(F)c1. Given the product CN([C@H]1CC[C@H](OCCCCBr)CC1)S(=O)(=O)c1ccc(F)c(F)c1, predict the reactants needed to synthesize it. (6) Given the product CCOP(=O)(Cc1noc(-c2cccc(C)n2)n1)OCC, predict the reactants needed to synthesize it. The reactants are: CCOP(=O)(CC(N)=NOC(=O)c1cccc(C)n1)OCC.CCOP(=O)(Cc1noc(-c2cccc(Cl)c2)n1)OCC. (7) Given the product CC(=O)Nc1nc2ccc(Oc3cc(NC(=O)c4cccc(C(C)(C)C#N)c4Cl)ccc3F)cc2s1, predict the reactants needed to synthesize it. The reactants are: CC(=O)Cl.CC(C)(C#N)c1cccc(C(=O)Nc2ccc(F)c(Oc3ccc4nc(N)sc4c3)c2)c1Cl. (8) Given the product CC(C)Cc1cccc(C(=O)NCc2ccccc2)c1, predict the reactants needed to synthesize it. The reactants are: CC(C)Cc1cccc(C(=O)O)c1.NCc1ccccc1. (9) Given the product CCn1c(C)c(-c2ccc(C[C@H](NC(=O)c3c(C)cccc3Cl)C(=O)O)cc2)c(=O)n(CC)c1=O, predict the reactants needed to synthesize it. The reactants are: CCn1c(C)c(-c2ccc(C[C@H](NC(=O)c3c(C)cccc3Cl)C(=O)OC)cc2)c(=O)n(CC)c1=O.